This data is from Catalyst prediction with 721,799 reactions and 888 catalyst types from USPTO. The task is: Predict which catalyst facilitates the given reaction. (1) Reactant: [NH2:1][C:2]1[CH:18]=[CH:17][C:5]([O:6][C:7]2[C:12]([NH2:13])=[C:11]([C:14]#[C:15][CH3:16])[N:10]=[CH:9][N:8]=2)=[CH:4][C:3]=1[Cl:19].CC(C)([O-])C.[K+]. Product: [Cl:19][C:3]1[CH:4]=[C:5]([O:6][C:7]2[C:12]3[NH:13][C:15]([CH3:16])=[CH:14][C:11]=3[N:10]=[CH:9][N:8]=2)[CH:17]=[CH:18][C:2]=1[NH2:1]. The catalyst class is: 30. (2) Reactant: [CH2:1]([O:5][C:6]1[CH:11]=[CH:10][CH:9]=[CH:8][C:7]=1[CH2:12][N:13]1[CH:17]=[CH:16][C:15]([C:18]([O:20]CC)=[O:19])=[N:14]1)[CH2:2][CH2:3][CH3:4].[OH-].[Na+]. Product: [CH2:1]([O:5][C:6]1[CH:11]=[CH:10][CH:9]=[CH:8][C:7]=1[CH2:12][N:13]1[CH:17]=[CH:16][C:15]([C:18]([OH:20])=[O:19])=[N:14]1)[CH2:2][CH2:3][CH3:4]. The catalyst class is: 5.